The task is: Predict the reaction yield, written as a fraction of the theoretical maximum amount of product (1.0 means a 100% yield; for example, 0.34 means a 34% yield).. This data is from Reaction yield outcomes from USPTO patents with 853,638 reactions. (1) The reactants are [CH2:1]([O:8][C:9]1[CH:18]=[CH:17][C:12]([C:13]([O:15]C)=[O:14])=[CH:11][C:10]=1/[C:19](/[CH3:22])=[CH:20]\[CH3:21])[C:2]1[CH:7]=[CH:6][CH:5]=[CH:4][CH:3]=1.[OH-].[K+]. The catalyst is CO.O. The product is [CH2:1]([O:8][C:9]1[CH:18]=[CH:17][C:12]([C:13]([OH:15])=[O:14])=[CH:11][C:10]=1/[C:19](/[CH3:22])=[CH:20]\[CH3:21])[C:2]1[CH:3]=[CH:4][CH:5]=[CH:6][CH:7]=1. The yield is 0.820. (2) The reactants are Cl[C:2]1[N:7]=[C:6]([NH:8][C@@H:9]2[CH2:13][CH2:12][CH2:11][C@H:10]2[NH:14][S:15]([CH3:18])(=[O:17])=[O:16])[C:5]([Cl:19])=[CH:4][N:3]=1.[NH2:20][C:21]1[CH:34]=[CH:33][C:24]2[N:25]([CH2:31][CH3:32])[C:26](=[O:30])[CH2:27][CH2:28][CH2:29][C:23]=2[C:22]=1[O:35][CH3:36].C12(CS(O)(=O)=O)C(C)(C)C(CC1)CC2=O. The catalyst is C(O)(C)C. The product is [Cl:19][C:5]1[C:6]([NH:8][C@@H:9]2[CH2:13][CH2:12][CH2:11][C@H:10]2[NH:14][S:15]([CH3:18])(=[O:17])=[O:16])=[N:7][C:2]([NH:20][C:21]2[CH:34]=[CH:33][C:24]3[N:25]([CH2:31][CH3:32])[C:26](=[O:30])[CH2:27][CH2:28][CH2:29][C:23]=3[C:22]=2[O:35][CH3:36])=[N:3][CH:4]=1. The yield is 0.400. (3) The reactants are [CH2:1]([O:8][C:9]1[CH:10]=[C:11]([CH:18]=[CH:19][CH:20]=1)[CH2:12][CH:13]([C:16]#[N:17])[C:14]#[N:15])[C:2]1[CH:7]=[CH:6][CH:5]=[CH:4][CH:3]=1.[H-].[Na+].Br[CH2:24][CH2:25][C:26]([F:29])([F:28])[F:27]. The catalyst is CN(C)C=O. The product is [CH2:1]([O:8][C:9]1[CH:10]=[C:11]([CH:18]=[CH:19][CH:20]=1)[CH2:12][C:13]([CH2:24][CH2:25][C:26]([F:29])([F:28])[F:27])([C:16]#[N:17])[C:14]#[N:15])[C:2]1[CH:3]=[CH:4][CH:5]=[CH:6][CH:7]=1. The yield is 0.380. (4) The reactants are [F:1][C:2]1[CH:3]=[CH:4][C:5]([O:10][C:11]2[CH:12]=[C:13]3[C:17](=[CH:18][CH:19]=2)[N:16]([CH2:20][CH:21]([CH3:23])[CH3:22])[N:15]=[CH:14]3)=[C:6]([CH:9]=1)[CH2:7][NH2:8].CCN(C(C)C)C(C)C.ClC(Cl)(O[C:37](=[O:43])OC(Cl)(Cl)Cl)Cl.[C:45]([C:49]1[O:53][N:52]=[C:51]([NH2:54])[CH:50]=1)([CH3:48])([CH3:47])[CH3:46]. The catalyst is ClCCl. The product is [C:45]([C:49]1[O:53][N:52]=[C:51]([NH:54][C:37]([NH:8][CH2:7][C:6]2[CH:9]=[C:2]([F:1])[CH:3]=[CH:4][C:5]=2[O:10][C:11]2[CH:12]=[C:13]3[C:17](=[CH:18][CH:19]=2)[N:16]([CH2:20][CH:21]([CH3:23])[CH3:22])[N:15]=[CH:14]3)=[O:43])[CH:50]=1)([CH3:48])([CH3:47])[CH3:46]. The yield is 0.440. (5) The reactants are [Br:1][C:2]1[CH:7]=[CH:6][C:5]([S:8](Cl)(=[O:10])=[O:9])=[CH:4][CH:3]=1.[NH2:12][CH:13]1[CH2:18][CH2:17][CH2:16][N:15]([C:19]([O:21][C:22]([CH3:25])([CH3:24])[CH3:23])=[O:20])[CH2:14]1.CCN(CC)CC.C([O-])(O)=O.[Na+]. The catalyst is C(Cl)Cl. The product is [C:22]([O:21][C:19]([N:15]1[CH2:16][CH2:17][CH2:18][CH:13]([NH:12][S:8]([C:5]2[CH:6]=[CH:7][C:2]([Br:1])=[CH:3][CH:4]=2)(=[O:10])=[O:9])[CH2:14]1)=[O:20])([CH3:25])([CH3:23])[CH3:24]. The yield is 0.910.